Dataset: Experimentally validated miRNA-target interactions with 360,000+ pairs, plus equal number of negative samples. Task: Binary Classification. Given a miRNA mature sequence and a target amino acid sequence, predict their likelihood of interaction. The miRNA is hsa-miR-23a-5p with sequence GGGGUUCCUGGGGAUGGGAUUU. The protein sequence of the target gene is MSGAALGLEIVFVFFLALFLLHRYGDFKKQHRLVIIGTLLAWYLCFLIVFILPLDVSTTIYNRCKHAAANSSPPENSNITGLYATANPVPSQHPCFKPWSYIPDGIMPIFWRVVYWTSQFLTWILLPFMQSYARSGGFSITGKIKTALIENAIYYGTYLLIFGAFLIYVAVNPHLHLEWNQLQTIGIAAANTWGLFLLVLLLGYGLVEIPRSYWNGAKRGYLLMKTYFKAAKLMTEKADAEENLEDAMEEVRKVNESIKYNHPLRKCVDTILKKCPTEYQEKMGRNMDDYEDFDEKHSIY.... Result: 0 (no interaction).